Regression. Given two drug SMILES strings and cell line genomic features, predict the synergy score measuring deviation from expected non-interaction effect. From a dataset of Merck oncology drug combination screen with 23,052 pairs across 39 cell lines. (1) Drug 1: C=CCn1c(=O)c2cnc(Nc3ccc(N4CCN(C)CC4)cc3)nc2n1-c1cccc(C(C)(C)O)n1. Cell line: T47D. Synergy scores: synergy=-2.85. Drug 2: O=C(NOCC(O)CO)c1ccc(F)c(F)c1Nc1ccc(I)cc1F. (2) Drug 1: O=S1(=O)NC2(CN1CC(F)(F)F)C1CCC2Cc2cc(C=CCN3CCC(C(F)(F)F)CC3)ccc2C1. Drug 2: CCC1(O)C(=O)OCc2c1cc1n(c2=O)Cc2cc3c(CN(C)C)c(O)ccc3nc2-1. Cell line: UWB1289BRCA1. Synergy scores: synergy=26.9. (3) Drug 1: COC1=C2CC(C)CC(OC)C(O)C(C)C=C(C)C(OC(N)=O)C(OC)C=CC=C(C)C(=O)NC(=CC1=O)C2=O. Drug 2: CCc1c2c(nc3ccc(O)cc13)-c1cc3c(c(=O)n1C2)COC(=O)C3(O)CC. Cell line: LNCAP. Synergy scores: synergy=34.0.